This data is from Forward reaction prediction with 1.9M reactions from USPTO patents (1976-2016). The task is: Predict the product of the given reaction. Given the reactants [I:1][C:2]1[CH:3]=[CH:4][C:5]([O:10][C:11]2[C:12]([CH3:18])=[N:13][N:14]([CH3:17])[C:15]=2[CH3:16])=[C:6]([CH:9]=1)[CH:7]=O.[CH3:19][Si:20]([CH3:27])([CH3:26])N[Si:20]([CH3:27])([CH3:26])[CH3:19].C([Li])CCC.C[Si](Cl)(C)C.[CH2:38]([N:40](CC)CC)[CH3:39].C(Cl)(=[O:47])C, predict the reaction product. The product is: [I:1][C:2]1[CH:3]=[CH:4][C:5]([O:10][C:11]2[C:12]([CH3:18])=[N:13][N:14]([CH3:17])[C:15]=2[CH3:16])=[C:6]([CH:7]=[N:40][C:38]([O:47][Si:20]([CH3:27])([CH3:26])[CH3:19])=[CH2:39])[CH:9]=1.